This data is from Reaction yield outcomes from USPTO patents with 853,638 reactions. The task is: Predict the reaction yield, written as a fraction of the theoretical maximum amount of product (1.0 means a 100% yield; for example, 0.34 means a 34% yield). The reactants are [NH:1]1[CH2:5][CH2:4][CH2:3][C:2]1=[O:6].[CH3:7][C:8]([Si:11](Cl)([CH3:13])[CH3:12])([CH3:10])[CH3:9].N1C=NCC=1.CN([CH:23]=[O:24])C. No catalyst specified. The product is [Si:11]([O:24][CH2:23][C@@H:5]1[NH:1][C:2](=[O:6])[CH2:3][CH2:4]1)([C:8]([CH3:10])([CH3:9])[CH3:7])([CH3:13])[CH3:12]. The yield is 0.863.